This data is from Full USPTO retrosynthesis dataset with 1.9M reactions from patents (1976-2016). The task is: Predict the reactants needed to synthesize the given product. (1) Given the product [Br:1][C:2]1[CH:3]=[C:4]([CH:7]=[CH:8][CH:9]=1)[CH2:5][N:10]1[CH2:14][CH2:13][NH:12][C:11]1=[O:15], predict the reactants needed to synthesize it. The reactants are: [Br:1][C:2]1[CH:3]=[C:4]([CH:7]=[CH:8][CH:9]=1)[CH2:5]Br.[NH:10]1[CH2:14][CH2:13][NH:12][C:11]1=[O:15].C(=O)([O-])[O-].[K+].[K+]. (2) Given the product [CH:1]1([CH2:4][S:5][CH2:6][CH2:7][N:8]2[C:13](=[O:14])[C:12]([C:15]([OH:17])=[O:16])=[N:11][N:10]([CH3:20])[C:9]2=[O:21])[CH2:3][CH2:2]1, predict the reactants needed to synthesize it. The reactants are: [CH:1]1([CH2:4][S:5][CH2:6][CH2:7][N:8]2[C:13](=[O:14])[C:12]([C:15]([O:17]CC)=[O:16])=[N:11][N:10]([CH3:20])[C:9]2=[O:21])[CH2:3][CH2:2]1.[Br-].[Li+].C(N(CC)CC)C.Cl. (3) Given the product [CH2:29]1[C:38]2[C:33](=[CH:34][CH:35]=[CH:36][CH:37]=2)[CH2:32][CH2:31][N:30]1[C:24]([C:20]1[N:21]([CH3:23])[CH:22]=[C:18]([NH:17][C:15]([C:10]2[C:9]([C:6]3[CH:5]=[CH:4][C:3]([C:2]([F:28])([F:27])[F:1])=[CH:8][CH:7]=3)=[CH:14][CH:13]=[CH:12][CH:11]=2)=[O:16])[CH:19]=1)=[O:26], predict the reactants needed to synthesize it. The reactants are: [F:1][C:2]([F:28])([F:27])[C:3]1[CH:8]=[CH:7][C:6]([C:9]2[C:10]([C:15]([NH:17][C:18]3[CH:19]=[C:20]([C:24]([OH:26])=O)[N:21]([CH3:23])[CH:22]=3)=[O:16])=[CH:11][CH:12]=[CH:13][CH:14]=2)=[CH:5][CH:4]=1.[CH2:29]1[C:38]2[C:33](=[CH:34][CH:35]=[CH:36][CH:37]=2)[CH2:32][CH2:31][NH:30]1.CN(C(ON1N=NC2C=CC=CC1=2)=[N+](C)C)C.[B-](F)(F)(F)F.C(N(C(C)C)C(C)C)C. (4) Given the product [CH2:1]([C:5]1[N:9]([CH:10]2[C:19]3[C:14](=[CH:15][CH:16]=[CH:17][CH:18]=3)[C:13](=[O:20])[O:12][C:11]2([CH3:21])[CH3:22])[CH:8]=[N:7][CH:6]=1)[CH2:2][CH2:3][CH3:4], predict the reactants needed to synthesize it. The reactants are: [CH:1]([C:5]1[N:9]([CH:10]2[C:19]3[C:14](=[CH:15][CH:16]=[CH:17][CH:18]=3)[C:13](=[O:20])[O:12][C:11]2([CH3:22])[CH3:21])[CH:8]=[N:7][CH:6]=1)=[CH:2][CH2:3][CH3:4]. (5) Given the product [CH:14]1([CH2:17][CH2:18][NH:19][C:20]([C:22]2[N:23]=[N:24][C:25]([N:28]3[CH2:33][CH2:32][N:31]([C:11]([C:4]4[CH:3]=[C:2]([CH3:1])[O:6][C:5]=4[C:7]([F:8])([F:9])[F:10])=[O:13])[CH2:30][CH2:29]3)=[CH:26][CH:27]=2)=[O:21])[CH2:16][CH2:15]1, predict the reactants needed to synthesize it. The reactants are: [CH3:1][C:2]1[O:6][C:5]([C:7]([F:10])([F:9])[F:8])=[C:4]([C:11]([OH:13])=O)[CH:3]=1.[CH:14]1([CH2:17][CH2:18][NH:19][C:20]([C:22]2[N:23]=[N:24][C:25]([N:28]3[CH2:33][CH2:32][NH:31][CH2:30][CH2:29]3)=[CH:26][CH:27]=2)=[O:21])[CH2:16][CH2:15]1. (6) The reactants are: [C:1]([O:5][C:6](=[O:49])[CH2:7][NH:8][C:9]([C@@H:11]1[CH2:15][C@@H:14]([S:16][C:17]([C:30]2[CH:35]=[CH:34][CH:33]=[CH:32][CH:31]=2)([C:24]2[CH:29]=[CH:28][CH:27]=[CH:26][CH:25]=2)[C:18]2[CH:23]=[CH:22][CH:21]=[CH:20][CH:19]=2)[CH2:13][N:12]1[S:36]([C:39]1[CH:48]=[CH:47][C:46]2[C:41](=[CH:42][CH:43]=[CH:44][CH:45]=2)[CH:40]=1)(=[O:38])=[O:37])=[O:10])([CH3:4])([CH3:3])[CH3:2].C[Si]([N-][Si](C)(C)C)(C)C.[Li+].[CH2:60](Br)[CH:61]=[CH2:62]. Given the product [C:1]([O:5][C:6](=[O:49])[CH:7]([NH:8][C:9]([C@@H:11]1[CH2:15][C@@H:14]([S:16][C:17]([C:18]2[CH:19]=[CH:20][CH:21]=[CH:22][CH:23]=2)([C:30]2[CH:31]=[CH:32][CH:33]=[CH:34][CH:35]=2)[C:24]2[CH:29]=[CH:28][CH:27]=[CH:26][CH:25]=2)[CH2:13][N:12]1[S:36]([C:39]1[CH:48]=[CH:47][C:46]2[C:41](=[CH:42][CH:43]=[CH:44][CH:45]=2)[CH:40]=1)(=[O:38])=[O:37])=[O:10])[CH2:62][CH:61]=[CH2:60])([CH3:4])([CH3:2])[CH3:3], predict the reactants needed to synthesize it.